Dataset: Full USPTO retrosynthesis dataset with 1.9M reactions from patents (1976-2016). Task: Predict the reactants needed to synthesize the given product. (1) Given the product [Si:3]([O:10][CH2:11][CH2:12][C:13]1[S:17][C:16]([CH2:18][OH:19])=[CH:15][CH:14]=1)([C:6]([CH3:8])([CH3:9])[CH3:7])([CH3:5])[CH3:4], predict the reactants needed to synthesize it. The reactants are: [BH4-].[Na+].[Si:3]([O:10][CH2:11][CH2:12][C:13]1[S:17][C:16]([CH:18]=[O:19])=[CH:15][CH:14]=1)([C:6]([CH3:9])([CH3:8])[CH3:7])([CH3:5])[CH3:4]. (2) Given the product [CH2:32]([O:31][CH2:30][C@@H:11]([NH:10][C:7]([C:5]1[S:6][C:2]([Cl:1])=[CH:3][CH:4]=1)=[O:9])[C:12](=[O:13])[NH:14][C:15]1[CH:20]=[CH:19][C:18]([N:21]2[CH2:27][CH2:26][CH2:25][N:24]([CH3:28])[CH2:23][CH2:22]2)=[C:17]([Cl:29])[CH:16]=1)[C:33]1[CH:38]=[CH:37][CH:36]=[CH:35][CH:34]=1, predict the reactants needed to synthesize it. The reactants are: [Cl:1][C:2]1[S:6][C:5]([C:7]([OH:9])=O)=[CH:4][CH:3]=1.[NH2:10][C@H:11]([CH2:30][O:31][CH2:32][C:33]1[CH:38]=[CH:37][CH:36]=[CH:35][CH:34]=1)[C:12]([NH:14][C:15]1[CH:20]=[CH:19][C:18]([N:21]2[CH2:27][CH2:26][CH2:25][N:24]([CH3:28])[CH2:23][CH2:22]2)=[C:17]([Cl:29])[CH:16]=1)=[O:13].CN(C(ON1N=NC2C=CC=CC1=2)=[N+](C)C)C.[B-](F)(F)(F)F.CN1CCOCC1. (3) Given the product [Br:1][C:2]1[C:10]([CH3:11])=[CH:9][CH:8]=[CH:7][C:3]=1[C:4]([NH2:20])=[O:5], predict the reactants needed to synthesize it. The reactants are: [Br:1][C:2]1[C:10]([CH3:11])=[CH:9][CH:8]=[CH:7][C:3]=1[C:4](O)=[O:5].ClC(OCC(C)C)=O.[NH3:20].O. (4) Given the product [CH:2]([C:5]1[CH:6]=[CH:7][C:8]([CH:11]2[C:15]3([CH2:16][CH2:17][N:18]([CH3:29])[CH2:19][CH2:20]3)[O:14][C:13]3[C:21]([CH3:28])=[C:22]([CH3:27])[C:23]([OH:26])=[C:24]([CH3:25])[C:12]2=3)=[CH:9][CH:10]=1)([CH3:4])[CH3:3], predict the reactants needed to synthesize it. The reactants are: Cl.[CH:2]([C:5]1[CH:10]=[CH:9][C:8]([CH:11]2[C:15]3([CH2:20][CH2:19][NH:18][CH2:17][CH2:16]3)[O:14][C:13]3[C:21]([CH3:28])=[C:22]([CH3:27])[C:23]([OH:26])=[C:24]([CH3:25])[C:12]2=3)=[CH:7][CH:6]=1)([CH3:4])[CH3:3].[CH2:29]=O.[OH-].[Na+]. (5) Given the product [NH2:1][C:2]1[CH:7]=[CH:6][C:5]([CH3:10])=[C:4]([CH3:9])[N:3]=1, predict the reactants needed to synthesize it. The reactants are: [NH2:1][C:2]1[CH:7]=[CH:6][C:5](Br)=[C:4]([CH3:9])[N:3]=1.[C:10]([O-])([O-])=O.[K+].[K+].C(Cl)Cl.CB1OB(C)OB(C)O1. (6) Given the product [NH2:10][CH2:11][CH:12]1[CH2:17][CH2:16][N:15]([CH2:18][C:19]2([OH:25])[CH2:24][CH2:23][O:22][CH2:21][CH2:20]2)[CH2:14][CH2:13]1, predict the reactants needed to synthesize it. The reactants are: C(OC(=O)[NH:10][CH2:11][CH:12]1[CH2:17][CH2:16][N:15]([CH2:18][C:19]2([OH:25])[CH2:24][CH2:23][O:22][CH2:21][CH2:20]2)[CH2:14][CH2:13]1)C1C=CC=CC=1. (7) Given the product [NH2:11][C:9]1[NH:10][C:2](=[O:29])[C:3]2[N:4]=[CH:5][N:6]([C@@H:12]3[CH2:21][O:20][C@H:19]4[C@@H:14]([O:15][CH:16]([C:22]5[CH:27]=[CH:26][CH:25]=[CH:24][CH:23]=5)[O:17][CH2:18]4)[C@H:13]3[F:28])[C:7]=2[N:8]=1, predict the reactants needed to synthesize it. The reactants are: Cl[C:2]1[N:10]=[C:9]([NH2:11])[N:8]=[C:7]2[C:3]=1[N:4]=[CH:5][N:6]2[C@@H:12]1[CH2:21][O:20][C@H:19]2[C@@H:14]([O:15][CH:16]([C:22]3[CH:27]=[CH:26][CH:25]=[CH:24][CH:23]=3)[O:17][CH2:18]2)[C@H:13]1[F:28].[OH-:29].[Na+]. (8) Given the product [C:1]([N:5]([C:14]1[CH:28]=[CH:27][C:17]([C:18]([NH:20][C:21]2[CH:26]=[CH:25][CH:24]=[CH:23][N:22]=2)=[O:19])=[CH:16][CH:15]=1)[OH:6])([CH3:4])([CH3:2])[CH3:3], predict the reactants needed to synthesize it. The reactants are: [C:1]([N:5]([C:14]1[CH:28]=[CH:27][C:17]([C:18]([NH:20][C:21]2[CH:26]=[CH:25][CH:24]=[CH:23][N:22]=2)=[O:19])=[CH:16][CH:15]=1)[O:6][Si](C(C)(C)C)(C)C)([CH3:4])([CH3:3])[CH3:2].[F-].C([N+](CCCC)(CCCC)CCCC)CCC.O.C([O-])(O)=O.[Na+]. (9) Given the product [CH2:14]([O:13][C:11](=[O:12])[CH2:10][NH:6][C:5]1[CH:7]=[CH:8][C:2]([F:1])=[CH:3][CH:4]=1)[CH3:15], predict the reactants needed to synthesize it. The reactants are: [F:1][C:2]1[CH:8]=[CH:7][C:5]([NH2:6])=[CH:4][CH:3]=1.Br[CH2:10][C:11]([O-:13])=[O:12].[C:14]([O-])(=O)[CH3:15].[Na+].